Dataset: Catalyst prediction with 721,799 reactions and 888 catalyst types from USPTO. Task: Predict which catalyst facilitates the given reaction. Reactant: [C:1]([C:3]1[CH:4]=[C:5]([C:13]2[O:17][N:16]=[C:15]([C:18]3[CH:19]=[CH:20][C:21]4[O:27][CH2:26][CH2:25][N:24]([CH2:28][CH2:29][CH2:30][C:31]([O:33]CC)=[O:32])[CH2:23][C:22]=4[CH:36]=3)[N:14]=2)[CH:6]=[CH:7][C:8]=1[O:9][CH:10]([CH3:12])[CH3:11])#[N:2].[OH-].[Na+]. Product: [C:1]([C:3]1[CH:4]=[C:5]([C:13]2[O:17][N:16]=[C:15]([C:18]3[CH:19]=[CH:20][C:21]4[O:27][CH2:26][CH2:25][N:24]([CH2:28][CH2:29][CH2:30][C:31]([OH:33])=[O:32])[CH2:23][C:22]=4[CH:36]=3)[N:14]=2)[CH:6]=[CH:7][C:8]=1[O:9][CH:10]([CH3:11])[CH3:12])#[N:2]. The catalyst class is: 8.